This data is from Reaction yield outcomes from USPTO patents with 853,638 reactions. The task is: Predict the reaction yield, written as a fraction of the theoretical maximum amount of product (1.0 means a 100% yield; for example, 0.34 means a 34% yield). (1) The reactants are [CH3:1][O:2][C:3]1[CH:10]=[CH:9][C:6]([CH:7]=O)=[CH:5][CH:4]=1.[C:11]([OH:17])(=[O:16])[CH2:12]C(O)=O.C([O-])(=O)C.[NH4+:22]. The catalyst is C(O)C. The product is [NH2:22][CH:7]([C:6]1[CH:9]=[CH:10][C:3]([O:2][CH3:1])=[CH:4][CH:5]=1)[CH2:12][C:11]([OH:17])=[O:16]. The yield is 0.823. (2) The reactants are [O:1]1[C:6]2[CH:7]=[CH:8][C:9]([NH2:11])=[CH:10][C:5]=2[O:4][CH2:3][CH2:2]1.[Br:12]Br. The catalyst is ClCCl. The product is [Br:12][C:8]1[C:9]([NH2:11])=[CH:10][C:5]2[O:4][CH2:3][CH2:2][O:1][C:6]=2[CH:7]=1. The yield is 0.300. (3) The reactants are [CH3:1][C@@H:2]1[CH2:6][N:5]([C:7]([O:9][C:10]([CH3:13])([CH3:12])[CH3:11])=[O:8])[C@H:4]([C:14]2[NH:18][C:17]3[C:19]4[C:24]([CH:25]=[CH:26][C:16]=3[N:15]=2)=[CH:23][C:22]2[C:27]3[C:32]([CH2:33][O:34][C:21]=2[CH:20]=4)=[CH:31][C:30](B2OC(C)(C)C(C)(C)O2)=[CH:29][CH:28]=3)[CH2:3]1.I[C:45]1[NH:49][C:48]([C@@H:50]2[CH2:54][C@H:53]([CH3:55])[CH2:52][N:51]2[C:56](=[O:66])[C@@H:57]([NH:61][C:62](=[O:65])[O:63][CH3:64])[CH:58]([CH3:60])[CH3:59])=[N:47][CH:46]=1.C([O-])([O-])=O.[K+].[K+]. The catalyst is CS(C)=O.O1CCOCC1.C1C=CC([P]([Pd]([P](C2C=CC=CC=2)(C2C=CC=CC=2)C2C=CC=CC=2)([P](C2C=CC=CC=2)(C2C=CC=CC=2)C2C=CC=CC=2)[P](C2C=CC=CC=2)(C2C=CC=CC=2)C2C=CC=CC=2)(C2C=CC=CC=2)C2C=CC=CC=2)=CC=1.C1C=CC(P(C2C=CC=CC=2)[C-]2C=CC=C2)=CC=1.C1C=CC(P(C2C=CC=CC=2)[C-]2C=CC=C2)=CC=1.Cl[Pd]Cl.[Fe+2]. The product is [CH3:64][O:63][C:62]([NH:61][C@H:57]([C:56]([N:51]1[CH2:52][C@@H:53]([CH3:55])[CH2:54][C@H:50]1[C:48]1[NH:49][C:45]([C:30]2[CH:31]=[C:32]3[CH2:33][O:34][C:21]4[CH:20]=[C:19]5[C:24]([CH:25]=[CH:26][C:16]6[N:15]=[C:14]([C@@H:4]7[CH2:3][C@H:2]([CH3:1])[CH2:6][N:5]7[C:7]([O:9][C:10]([CH3:12])([CH3:11])[CH3:13])=[O:8])[NH:18][C:17]=65)=[CH:23][C:22]=4[C:27]3=[CH:28][CH:29]=2)=[CH:46][N:47]=1)=[O:66])[CH:58]([CH3:60])[CH3:59])=[O:65]. The yield is 0.350. (4) The reactants are [CH3:1][CH:2]([CH2:6][C:7]([CH3:10])([CH3:9])[CH3:8])[CH2:3]C=O.[Cl-].[NH4+:12].[CH2:13](OCC)C.[C-:18]#[N:19].[Na+]. The catalyst is O. The product is [C:13]([CH:18]([NH2:19])[CH2:1][CH:2]([CH3:3])[CH2:6][C:7]([CH3:10])([CH3:9])[CH3:8])#[N:12]. The yield is 0.345. (5) The reactants are [Cl-].O[NH3+:3].[C:4](=[O:7])([O-])[OH:5].[Na+].CS(C)=O.[F:13][C:14]1[CH:15]=[C:16]([C:47]2[C:48]([C:53]#[N:54])=[CH:49][CH:50]=[CH:51][CH:52]=2)[CH:17]=[CH:18][C:19]=1[CH2:20][C:21]1[C:22](=[O:46])[N:23]([C@H:33]2[CH2:38][CH2:37][C@H:36]([O:39][CH:40]([CH3:45])[C:41]([OH:44])([CH3:43])[CH3:42])[CH2:35][CH2:34]2)[C:24]2[N:25]([N:30]=[CH:31][N:32]=2)[C:26]=1[CH2:27][CH2:28][CH3:29]. The catalyst is C(OCC)(=O)C. The product is [F:13][C:14]1[CH:15]=[C:16]([C:47]2[CH:52]=[CH:51][CH:50]=[CH:49][C:48]=2[C:53]2[NH:3][C:4](=[O:7])[O:5][N:54]=2)[CH:17]=[CH:18][C:19]=1[CH2:20][C:21]1[C:22](=[O:46])[N:23]([C@H:33]2[CH2:38][CH2:37][C@H:36]([O:39][CH:40]([CH3:45])[C:41]([OH:44])([CH3:43])[CH3:42])[CH2:35][CH2:34]2)[C:24]2[N:25]([N:30]=[CH:31][N:32]=2)[C:26]=1[CH2:27][CH2:28][CH3:29]. The yield is 0.910. (6) The reactants are C([SiH](CC)CC)C.[CH2:8]([O:15][C:16]1[CH:21]=[CH:20][CH:19]=[CH:18][C:17]=1[CH:22]([C:24]1[CH:29]=[CH:28][C:27]([Cl:30])=[CH:26][CH:25]=1)O)[C:9]1[CH:14]=[CH:13][CH:12]=[CH:11][CH:10]=1.O. The catalyst is C(#N)C. The product is [CH2:8]([O:15][C:16]1[CH:21]=[CH:20][CH:19]=[CH:18][C:17]=1[CH2:22][C:24]1[CH:29]=[CH:28][C:27]([Cl:30])=[CH:26][CH:25]=1)[C:9]1[CH:10]=[CH:11][CH:12]=[CH:13][CH:14]=1. The yield is 0.850. (7) The reactants are [C:1]([O:5][C:6]([N:8]1[CH2:13][CH2:12][CH:11]([CH2:14][CH2:15][C:16]([N:18]2[CH2:23][CH2:22][CH2:21][C@@H:20]([C:24](=[O:46])[NH:25][CH:26]([C:32]3[CH:33]=[C:34]([C:39]4[CH:44]=[CH:43][C:42]([OH:45])=[CH:41][CH:40]=4)[CH:35]=[C:36]([F:38])[CH:37]=3)[CH2:27][C:28]([O:30][CH3:31])=[O:29])[CH2:19]2)=[O:17])[CH2:10][CH2:9]1)=[O:7])([CH3:4])([CH3:3])[CH3:2].C(=O)([O-])[O-].[Cs+].[Cs+].[C:53]1([CH3:76])[CH:58]=[CH:57][C:56]([S:59]([O:62][CH2:63][CH2:64]OS(C2C=CC(C)=CC=2)(=O)=O)(=[O:61])=[O:60])=[CH:55][CH:54]=1. The catalyst is CN(C)C=O. The product is [F:38][C:36]1[CH:37]=[C:32]([CH:26]([NH:25][C:24]([C@@H:20]2[CH2:21][CH2:22][CH2:23][N:18]([C:16](=[O:17])[CH2:15][CH2:14][CH:11]3[CH2:12][CH2:13][N:8]([C:6]([O:5][C:1]([CH3:4])([CH3:2])[CH3:3])=[O:7])[CH2:9][CH2:10]3)[CH2:19]2)=[O:46])[CH2:27][C:28]([O:30][CH3:31])=[O:29])[CH:33]=[C:34]([C:39]2[CH:40]=[CH:41][C:42]([O:45][CH2:64][CH2:63][O:62][S:59]([C:56]3[CH:57]=[CH:58][C:53]([CH3:76])=[CH:54][CH:55]=3)(=[O:61])=[O:60])=[CH:43][CH:44]=2)[CH:35]=1. The yield is 0.110.